Dataset: Full USPTO retrosynthesis dataset with 1.9M reactions from patents (1976-2016). Task: Predict the reactants needed to synthesize the given product. Given the product [CH2:34]([N:3]([CH2:1][CH3:2])[CH2:4][CH2:5][O:6][C:7]1[CH:8]=[CH:9][C:10]([NH:13][S:14]([C:17]2[CH:22]=[CH:21][C:20]([CH2:23][NH:24][CH2:25][CH2:26][CH2:27][N:28]3[CH2:29][CH2:30][O:31][CH2:32][CH2:33]3)=[CH:19][CH:18]=2)(=[O:15])=[O:16])=[CH:11][CH:12]=1)[CH3:35], predict the reactants needed to synthesize it. The reactants are: [CH2:1]([N:3]([CH2:34][CH3:35])[CH2:4][CH2:5][O:6][C:7]1[CH:12]=[CH:11][C:10]([NH:13][S:14]([C:17]2[CH:22]=[CH:21][C:20]([CH:23]=[N:24][CH2:25][CH2:26][CH2:27][N:28]3[CH2:33][CH2:32][O:31][CH2:30][CH2:29]3)=[CH:19][CH:18]=2)(=[O:16])=[O:15])=[CH:9][CH:8]=1)[CH3:2].[BH4-].[Na+].